This data is from Peptide-MHC class II binding affinity with 134,281 pairs from IEDB. The task is: Regression. Given a peptide amino acid sequence and an MHC pseudo amino acid sequence, predict their binding affinity value. This is MHC class II binding data. (1) The peptide sequence is SWPDLDLKPGAAWTV. The MHC is DRB1_1501 with pseudo-sequence DRB1_1501. The binding affinity (normalized) is 0.220. (2) The MHC is DRB1_1301 with pseudo-sequence DRB1_1301. The binding affinity (normalized) is 0. The peptide sequence is EIGAVALDYPSGTSG. (3) The peptide sequence is AALPLLFFALAGQRI. The MHC is HLA-DPA10301-DPB10402 with pseudo-sequence HLA-DPA10301-DPB10402. The binding affinity (normalized) is 0.733. (4) The peptide sequence is MSGRKAQGKTLGVNM. The MHC is DRB4_0103 with pseudo-sequence DRB4_0103. The binding affinity (normalized) is 0. (5) The peptide sequence is VNMVRRGVRSLSNKIHHHHHH. The MHC is DRB1_0701 with pseudo-sequence DRB1_0701. The binding affinity (normalized) is 0.706. (6) The peptide sequence is RVNQLIRYSGYRETP. The MHC is DRB1_1302 with pseudo-sequence DRB1_1302. The binding affinity (normalized) is 0.306.